This data is from Reaction yield outcomes from USPTO patents with 853,638 reactions. The task is: Predict the reaction yield, written as a fraction of the theoretical maximum amount of product (1.0 means a 100% yield; for example, 0.34 means a 34% yield). (1) The reactants are [K].[CH3:2][CH:3]([CH3:5])[O-:4].[K+].[Br:7][C:8]1[CH:9]=[N:10][CH:11]=[C:12](Br)[CH:13]=1. The catalyst is CC(O)C.[Cu]. The product is [CH:3]([O:4][C:12]1[CH:13]=[C:8]([Br:7])[CH:9]=[N:10][CH:11]=1)([CH3:5])[CH3:2]. The yield is 0.712. (2) The reactants are Cl[CH:2]([O:6][C:7]([NH:9][CH2:10][C:11]1([CH2:17][C:18]([O:20][CH3:21])=[O:19])[CH2:16][CH2:15][CH2:14][CH2:13][CH2:12]1)=[O:8])[CH:3]([CH3:5])[CH3:4].[C:22]([OH:27])(=[O:26])[CH:23]([CH3:25])[CH3:24]. The catalyst is C(Cl)(Cl)Cl.C(=O)([O-])[O-].[Ag+2]. The product is [C:22]([O:27][CH:2]([O:6][C:7]([NH:9][CH2:10][C:11]1([CH2:17][C:18]([O:20][CH3:21])=[O:19])[CH2:16][CH2:15][CH2:14][CH2:13][CH2:12]1)=[O:8])[CH:3]([CH3:5])[CH3:4])(=[O:26])[CH:23]([CH3:25])[CH3:24]. The yield is 0.630. (3) The reactants are [CH3:1][N:2]([CH3:18])[CH:3]([C:5]1[N:14]=[C:13](O)[C:12]2[CH2:11][C:10]([CH3:17])([CH3:16])[CH2:9][CH2:8][C:7]=2[N:6]=1)[CH3:4].C(Cl)(Cl)[Cl:20]. The catalyst is P(Cl)(Cl)(Cl)=O. The product is [Cl:20][C:13]1[C:12]2[CH2:11][C:10]([CH3:17])([CH3:16])[CH2:9][CH2:8][C:7]=2[N:6]=[C:5]([CH:3]([N:2]([CH3:18])[CH3:1])[CH3:4])[N:14]=1. The yield is 0.850. (4) The product is [C:1]([C:4]1[CH:9]=[CH:8][CH:7]=[CH:6][C:5]=1[C:14]1[C:15]([C:16]([O:18][CH3:19])=[O:17])=[CH:20][C:21]([C:24]2[CH:25]=[CH:26][C:27]3[O:31][C:30]([C:32]4[CH:33]=[CH:34][C:35]([F:38])=[CH:36][CH:37]=4)=[C:29]([C:39](=[O:42])[NH:40][CH3:41])[C:28]=3[CH:43]=2)=[CH:22][CH:23]=1)(=[O:3])[NH2:2]. The catalyst is C([O-])(=O)C.[Pd+2].C([O-])(=O)C.O.O1CCOCC1. The reactants are [C:1]([C:4]1[CH:9]=[CH:8][CH:7]=[CH:6][C:5]=1B(O)O)(=[O:3])[NH2:2].Cl[C:14]1[CH:23]=[CH:22][C:21]([C:24]2[CH:25]=[CH:26][C:27]3[O:31][C:30]([C:32]4[CH:37]=[CH:36][C:35]([F:38])=[CH:34][CH:33]=4)=[C:29]([C:39](=[O:42])[NH:40][CH3:41])[C:28]=3[CH:43]=2)=[CH:20][C:15]=1[C:16]([O:18][CH3:19])=[O:17].P([O-])([O-])([O-])=O.[K+].[K+].[K+].C1(P(C2CCCCC2)C2C=CC=CC=2C2C(OC)=CC=CC=2OC)CCCCC1. The yield is 0.360. (5) The reactants are [CH3:1][N:2]([CH3:15])[C:3]([N:5]1[CH2:9][CH:8]2[CH2:10][CH:11]([C:13]#[N:14])[CH2:12][CH:7]2[CH2:6]1)=[O:4].I[CH:17]1[CH2:21][CH2:20][CH2:19][CH2:18]1.C[Si](C)(C)[N-][Si](C)(C)C.[Li+]. The catalyst is CN(C)C=O.O. The product is [CH3:1][N:2]([CH3:15])[C:3]([N:5]1[CH2:9][CH:8]2[CH2:10][C:11]([C:13]#[N:14])([CH:17]3[CH2:21][CH2:20][CH2:19][CH2:18]3)[CH2:12][CH:7]2[CH2:6]1)=[O:4]. The yield is 0.420.